This data is from Reaction yield outcomes from USPTO patents with 853,638 reactions. The task is: Predict the reaction yield, written as a fraction of the theoretical maximum amount of product (1.0 means a 100% yield; for example, 0.34 means a 34% yield). (1) The reactants are [Cl:1][C:2]1[CH:11]=[C:10]([Cl:12])[CH:9]=[C:8]2[C:3]=1[CH2:4][CH:5]([C:13]([OH:15])=[O:14])[NH:6][CH2:7]2.[OH-].[Na+].[C:18]([O:22][C:23](O[C:23]([O:22][C:18]([CH3:21])([CH3:20])[CH3:19])=[O:24])=[O:24])([CH3:21])([CH3:20])[CH3:19]. The catalyst is O.O1CCOCC1. The product is [C:18]([O:22][C:23]([N:6]1[CH:5]([C:13]([OH:15])=[O:14])[CH2:4][C:3]2[C:8](=[CH:9][C:10]([Cl:12])=[CH:11][C:2]=2[Cl:1])[CH2:7]1)=[O:24])([CH3:21])([CH3:20])[CH3:19]. The yield is 0.410. (2) The reactants are [F:1][C:2]1[CH:11]=[C:10]([C:12](Cl)=[O:13])[C:5]2[O:6][CH2:7][O:8][CH2:9][C:4]=2[CH:3]=1.[NH2:15][C:16]1[C:17]([C:22]([NH:24][CH2:25][CH:26]2[CH2:31][CH2:30][O:29][CH2:28][CH2:27]2)=[O:23])=[N:18][CH:19]=[CH:20][CH:21]=1. No catalyst specified. The product is [F:1][C:2]1[CH:11]=[C:10]([C:12]([NH:15][C:16]2[C:17]([C:22]([NH:24][CH2:25][CH:26]3[CH2:27][CH2:28][O:29][CH2:30][CH2:31]3)=[O:23])=[N:18][CH:19]=[CH:20][CH:21]=2)=[O:13])[C:5]2[O:6][CH2:7][O:8][CH2:9][C:4]=2[CH:3]=1. The yield is 0.690. (3) The reactants are [CH3:1][N:2]1[C:10]([CH:11]=[C:12]2[CH2:17][CH2:16][N:15]([C:18]([O:20][C:21]([CH3:24])([CH3:23])[CH3:22])=[O:19])[CH2:14][CH2:13]2)=[N:9][C:8]2[C:3]1=[N:4][C:5]([N:31]1[C:35]3[CH:36]=[CH:37][CH:38]=[CH:39][C:34]=3[N:33]=[C:32]1[CH3:40])=[N:6][C:7]=2[N:25]1[CH2:30][CH2:29][O:28][CH2:27][CH2:26]1. The catalyst is C(O)C.[Pd]. The product is [CH3:1][N:2]1[C:10]([CH2:11][CH:12]2[CH2:17][CH2:16][N:15]([C:18]([O:20][C:21]([CH3:24])([CH3:23])[CH3:22])=[O:19])[CH2:14][CH2:13]2)=[N:9][C:8]2[C:3]1=[N:4][C:5]([N:31]1[C:35]3[CH:36]=[CH:37][CH:38]=[CH:39][C:34]=3[N:33]=[C:32]1[CH3:40])=[N:6][C:7]=2[N:25]1[CH2:26][CH2:27][O:28][CH2:29][CH2:30]1. The yield is 0.900. (4) The reactants are [CH2:1]([N:9]([CH2:19][C:20]([O:22]C)=[O:21])[C:10](=[O:18])[CH2:11][CH2:12][CH2:13][CH2:14][CH2:15][CH2:16][CH3:17])[CH2:2][CH2:3][CH2:4][CH2:5][CH2:6][CH2:7][CH3:8].[OH-].[Na+].Cl. The catalyst is CO.C(OCC)(=O)C. The product is [CH2:1]([N:9]([CH2:19][C:20]([OH:22])=[O:21])[C:10](=[O:18])[CH2:11][CH2:12][CH2:13][CH2:14][CH2:15][CH2:16][CH3:17])[CH2:2][CH2:3][CH2:4][CH2:5][CH2:6][CH2:7][CH3:8]. The yield is 0.860.